From a dataset of Catalyst prediction with 721,799 reactions and 888 catalyst types from USPTO. Predict which catalyst facilitates the given reaction. (1) The catalyst class is: 40. Reactant: [CH3:1][C:2]1[CH:7]=[C:6]([C:8](=[O:11])[NH:9][CH3:10])[CH:5]=[C:4]([CH3:12])[C:3]=1[C:13]1[CH:21]=[CH:20][C:19]([F:22])=[C:18]2[C:14]=1[CH2:15][CH2:16][C@H:17]2[O:23][C:24]1[CH:37]=[CH:36][C:27]2[C@H:28]([CH2:31][C:32]([O:34]C)=[O:33])[CH2:29][O:30][C:26]=2[CH:25]=1. Product: [CH3:1][C:2]1[CH:7]=[C:6]([C:8](=[O:11])[NH:9][CH3:10])[CH:5]=[C:4]([CH3:12])[C:3]=1[C:13]1[CH:21]=[CH:20][C:19]([F:22])=[C:18]2[C:14]=1[CH2:15][CH2:16][C@H:17]2[O:23][C:24]1[CH:37]=[CH:36][C:27]2[C@H:28]([CH2:31][C:32]([OH:34])=[O:33])[CH2:29][O:30][C:26]=2[CH:25]=1. (2) The catalyst class is: 51. Product: [F:12][C:9]1[CH:10]=[CH:11][C:6]([NH:5][C:3](=[O:4])[C@@H:2]([NH:1][C:22]2[N:30]=[CH:29][N:28]=[C:27]3[C:23]=2[N:24]=[CH:25][NH:26]3)[CH3:20])=[C:7]([NH:13][C:14]2[CH:19]=[CH:18][CH:17]=[CH:16][N:15]=2)[CH:8]=1. Reactant: [NH2:1][C@@H:2]([CH3:20])[C:3]([NH:5][C:6]1[CH:11]=[CH:10][C:9]([F:12])=[CH:8][C:7]=1[NH:13][C:14]1[CH:19]=[CH:18][CH:17]=[CH:16][N:15]=1)=[O:4].Cl[C:22]1[N:30]=[CH:29][N:28]=[C:27]2[C:23]=1[N:24]=[CH:25][N:26]2C1CCCCO1.CCN(C(C)C)C(C)C. (3) Reactant: [Cl:1][C:2]1[CH:3]=[C:4]([O:16][C:17]2[C:29]([F:30])=[CH:28][C:20]([C:21]([O:23]C(C)(C)C)=[O:22])=[C:19]([F:31])[CH:18]=2)[CH:5]=[N:6][C:7]=1[O:8][CH2:9][CH:10]1[CH2:13][C:12]([F:15])([F:14])[CH2:11]1.[OH-].[Na+].Cl. Product: [Cl:1][C:2]1[CH:3]=[C:4]([O:16][C:17]2[C:29]([F:30])=[CH:28][C:20]([C:21]([OH:23])=[O:22])=[C:19]([F:31])[CH:18]=2)[CH:5]=[N:6][C:7]=1[O:8][CH2:9][CH:10]1[CH2:11][C:12]([F:14])([F:15])[CH2:13]1. The catalyst class is: 36. (4) Reactant: [F:1][C:2]([F:22])([F:21])[CH2:3][CH:4]([NH2:20])[CH2:5][C:6]1[CH:11]=[CH:10][C:9]([O:12][CH3:13])=[C:8]([O:14][CH2:15][CH2:16][CH2:17][O:18][CH3:19])[CH:7]=1.[CH:23](OCC)=[O:24]. Product: [F:1][C:2]([F:21])([F:22])[CH2:3][CH:4]([NH:20][CH:23]=[O:24])[CH2:5][C:6]1[CH:11]=[CH:10][C:9]([O:12][CH3:13])=[C:8]([O:14][CH2:15][CH2:16][CH2:17][O:18][CH3:19])[CH:7]=1. The catalyst class is: 106. (5) The catalyst class is: 2. Product: [CH3:25][N:21]1[C:22]2[C:17](=[CH:16][C:15]([C:10]3[CH:11]=[N:12][CH:13]=[C:14]4[C:9]=3[CH2:8][CH2:7][CH2:6][N:5]4[CH2:4][CH2:3][NH:2][S:36]([CH2:34][CH3:35])(=[O:38])=[O:37])=[CH:24][CH:23]=2)[CH2:18][CH2:19][C:20]1=[O:26]. Reactant: Cl.[NH2:2][CH2:3][CH2:4][N:5]1[C:14]2[C:9](=[C:10]([C:15]3[CH:16]=[C:17]4[C:22](=[CH:23][CH:24]=3)[N:21]([CH3:25])[C:20](=[O:26])[CH2:19][CH2:18]4)[CH:11]=[N:12][CH:13]=2)[CH2:8][CH2:7][CH2:6]1.C(N(CC)CC)C.[CH2:34]([S:36](Cl)(=[O:38])=[O:37])[CH3:35].O. (6) Reactant: [OH:1][C:2]1[CH:11]=[C:10]([OH:12])[CH:9]=[C:8]2[C:3]=1[C:4](=[O:21])[C:5]([C:13]1[CH:18]=[CH:17][C:16]([O:19][CH3:20])=[CH:15][CH:14]=1)=[CH:6][O:7]2.C([O-])([O-])=O.[K+].[K+].[CH2:28](Br)[C:29]#[CH:30]. Product: [C:28]([O:12][C:10]1[CH:9]=[C:8]2[C:3]([C:4](=[O:21])[C:5]([C:13]3[CH:14]=[CH:15][C:16]([O:19][CH3:20])=[CH:17][CH:18]=3)=[CH:6][O:7]2)=[C:2]([OH:1])[CH:11]=1)#[C:29][CH3:30]. The catalyst class is: 21.